This data is from Full USPTO retrosynthesis dataset with 1.9M reactions from patents (1976-2016). The task is: Predict the reactants needed to synthesize the given product. (1) Given the product [CH3:6][C:7]1[S:11][C:10]([C:13]2[CH:18]=[CH:17][C:16]([C:19]([F:22])([F:20])[F:21])=[CH:15][C:14]=2[N+:23]([O-:25])=[O:24])=[N:9][CH:8]=1, predict the reactants needed to synthesize it. The reactants are: [Li]CCCC.[CH3:6][C:7]1[S:11][CH:10]=[N:9][CH:8]=1.F[C:13]1[CH:18]=[CH:17][C:16]([C:19]([F:22])([F:21])[F:20])=[CH:15][C:14]=1[N+:23]([O-:25])=[O:24]. (2) Given the product [F:1][C:2]1[CH:3]=[CH:4][C:5]([C:6]([NH:8][CH2:9][C:10]2([C:25]([F:26])([F:27])[F:28])[C:15]3[CH:16]=[C:17]([C:20]4[NH:33][N:32]=[N:31][N:22]=4)[CH:18]=[CH:19][C:14]=3[NH:13][C:12](=[O:24])[O:11]2)=[O:7])=[CH:29][CH:30]=1, predict the reactants needed to synthesize it. The reactants are: [F:1][C:2]1[CH:30]=[CH:29][C:5]([C:6]([NH:8][CH2:9][C:10]2([C:25]([F:28])([F:27])[F:26])[C:15]3[CH:16]=[C:17]([C:20]([NH:22]C)=O)[CH:18]=[CH:19][C:14]=3[NH:13][C:12](=[O:24])[O:11]2)=[O:7])=[CH:4][CH:3]=1.[N-:31]=[N+:32]=[N-:33].[Na+].[Cl-].[NH4+].O. (3) The reactants are: [CH3:1][C:2]1[C:10]2[C:5](=[CH:6][CH:7]=[C:8]([S:11]([C:14]3[CH:19]=[CH:18][CH:17]=[CH:16][CH:15]=3)(=[O:13])=[O:12])[CH:9]=2)[N:4]([CH:20]2[CH2:25][CH2:24][N:23](C(OC(C)(C)C)=O)[CH2:22][CH2:21]2)[CH:3]=1.[ClH:33]. Given the product [ClH:33].[CH3:1][C:2]1[C:10]2[C:5](=[CH:6][CH:7]=[C:8]([S:11]([C:14]3[CH:19]=[CH:18][CH:17]=[CH:16][CH:15]=3)(=[O:13])=[O:12])[CH:9]=2)[N:4]([CH:20]2[CH2:25][CH2:24][NH:23][CH2:22][CH2:21]2)[CH:3]=1, predict the reactants needed to synthesize it. (4) Given the product [C:23]([O:22][C:20](=[O:21])[NH:19][CH2:18][CH2:17][CH2:16][C@H:9]([NH:8][C:6]([O:5][C:1]([CH3:2])([CH3:3])[CH3:4])=[O:7])[CH2:10][N:27]=[N+:28]=[N-:29])([CH3:24])([CH3:25])[CH3:26], predict the reactants needed to synthesize it. The reactants are: [C:1]([O:5][C:6]([NH:8][C@@H:9]([CH2:16][CH2:17][CH2:18][NH:19][C:20]([O:22][C:23]([CH3:26])([CH3:25])[CH3:24])=[O:21])[CH2:10]CS([O-])(=O)=O)=[O:7])([CH3:4])([CH3:3])[CH3:2].[N-:27]=[N+:28]=[N-:29].[Na+]. (5) Given the product [NH:46]1[C:34]([C:33]2[CH:32]=[C:31]([C:13]3[C:14]([C:16]4[S:17][C:18]([S:21]([C:24]5[CH:25]=[CH:26][C:27]([F:30])=[CH:28][CH:29]=5)(=[O:23])=[O:22])=[CH:19][CH:20]=4)=[N:15][C:10]([NH:9][CH2:8][CH2:7][N:6]4[C:2]([CH3:41])([CH3:1])[C:3](=[O:40])[NH:4][C:5]4=[O:39])=[N:11][CH:12]=3)[CH:38]=[CH:37][CH:36]=2)=[N:35][N:48]=[N:47]1, predict the reactants needed to synthesize it. The reactants are: [CH3:1][C:2]1([CH3:41])[N:6]([CH2:7][CH2:8][NH:9][C:10]2[N:15]=[C:14]([C:16]3[S:17][C:18]([S:21]([C:24]4[CH:29]=[CH:28][C:27]([F:30])=[CH:26][CH:25]=4)(=[O:23])=[O:22])=[CH:19][CH:20]=3)[C:13]([C:31]3[CH:32]=[C:33]([CH:36]=[CH:37][CH:38]=3)[C:34]#[N:35])=[CH:12][N:11]=2)[C:5](=[O:39])[NH:4][C:3]1=[O:40].C[Si]([N:46]=[N+:47]=[N-:48])(C)C.C([Sn](=O)CCCC)CCC.Cl.C(=O)(O)[O-].[Na+].